Dataset: Forward reaction prediction with 1.9M reactions from USPTO patents (1976-2016). Task: Predict the product of the given reaction. (1) Given the reactants [OH:1][NH:2][C:3]([CH:5]([CH2:9][CH:10]([CH3:12])[CH3:11])[C:6]([OH:8])=[O:7])=[O:4].CCN(C(C)C)C(C)C.[C:22](Cl)(=[O:27])[C:23]([CH3:26])([CH3:25])[CH3:24], predict the reaction product. The product is: [CH3:24][C:23]([CH3:26])([CH3:25])[C:22]([O:1][NH:2][C:3]([CH:5]([CH2:9][CH:10]([CH3:12])[CH3:11])[C:6]([OH:8])=[O:7])=[O:4])=[O:27]. (2) Given the reactants [OH:1][C:2]1[CH:11]=[C:10]2[C:5]([C:6]([NH:12][C:13]3[CH:14]=[C:15]4[C:19](=[CH:20][CH:21]=3)[NH:18][C:17]([CH3:22])=[CH:16]4)=[N:7][CH:8]=[N:9]2)=[CH:4][C:3]=1[O:23][CH3:24].[CH3:25][O:26][CH2:27][CH2:28][O:29][CH2:30][CH2:31]O, predict the reaction product. The product is: [CH3:24][O:23][C:3]1[CH:4]=[C:5]2[C:10](=[CH:11][C:2]=1[O:1][CH2:31][CH2:30][O:29][CH2:28][CH2:27][O:26][CH3:25])[N:9]=[CH:8][N:7]=[C:6]2[NH:12][C:13]1[CH:14]=[C:15]2[C:19](=[CH:20][CH:21]=1)[NH:18][C:17]([CH3:22])=[CH:16]2. (3) Given the reactants [N+:1]([C:4]1[CH:8]=[CH:7][NH:6][N:5]=1)([O-:3])=[O:2].[C:9]([O:13][C:14]([N:16]1[CH2:23][CH2:22][C:19]2([O:21][CH2:20]2)[CH2:18][CH2:17]1)=[O:15])([CH3:12])([CH3:11])[CH3:10].C(=O)([O-])[O-].[K+].[K+], predict the reaction product. The product is: [C:9]([O:13][C:14]([N:16]1[CH2:23][CH2:22][C:19]([OH:21])([CH2:20][N:6]2[CH:7]=[CH:8][C:4]([N+:1]([O-:3])=[O:2])=[N:5]2)[CH2:18][CH2:17]1)=[O:15])([CH3:12])([CH3:10])[CH3:11]. (4) Given the reactants [C:1]([O:5][C:6](=[O:18])[NH:7][C@H:8]([C:10]1[CH:15]=[CH:14][C:13]([CH:16]=[O:17])=[CH:12][CH:11]=1)[CH3:9])([CH3:4])([CH3:3])[CH3:2].[CH2:19]([Mg]Cl)[C:20]1[CH:25]=[CH:24][CH:23]=[CH:22][CH:21]=1.[Cl-].[NH4+], predict the reaction product. The product is: [OH:17][CH:16]([C:13]1[CH:14]=[CH:15][C:10]([C@@H:8]([NH:7][C:6](=[O:18])[O:5][C:1]([CH3:2])([CH3:3])[CH3:4])[CH3:9])=[CH:11][CH:12]=1)[CH2:19][C:20]1[CH:25]=[CH:24][CH:23]=[CH:22][CH:21]=1. (5) Given the reactants C(N(CC)CC)C.[CH:8]([C:10]1[C:18]2[C:13](=[CH:14][CH:15]=[CH:16][CH:17]=2)[N:12](C(OC(C)(C)C)=O)[CH:11]=1)=[O:9].[F:26][C:27]1[CH:44]=[CH:43][C:30]([CH:31]=[N:32][C:33]2[CH:38]=[C:37]([O:39][CH3:40])[CH:36]=[C:35]([O:41][CH3:42])[CH:34]=2)=[CH:29][CH:28]=1, predict the reaction product. The product is: [CH3:40][O:39][C:37]1[CH:38]=[C:33]([NH:32][CH:31]([C:30]2[CH:29]=[CH:28][C:27]([F:26])=[CH:44][CH:43]=2)[C:8]([C:10]2[C:18]3[C:13](=[CH:14][CH:15]=[CH:16][CH:17]=3)[NH:12][CH:11]=2)=[O:9])[CH:34]=[C:35]([O:41][CH3:42])[CH:36]=1. (6) Given the reactants [CH:1]1[CH:6]=[CH:5][C:4]([CH2:7][C@@H:8](NC(OCC2C=CC=CC=2)=O)[C:9]([OH:11])=[O:10])=[CH:3][CH:2]=1.C(N1CCN(CCO)CC1)(OC(C)(C)C)=O.[S:39]1C(C2OC(=O)C3(CCCC3)N=2)=CC2C=CC=CC1=2, predict the reaction product. The product is: [S:39]1[C:8]([C:9]([OH:11])=[O:10])=[CH:7][C:4]2[CH:3]=[CH:2][CH:1]=[CH:6][C:5]1=2.